The task is: Predict the product of the given reaction.. This data is from Forward reaction prediction with 1.9M reactions from USPTO patents (1976-2016). (1) Given the reactants Br[C:2]1[N:3]([C:13]2[N:14]=[CH:15][N:16]=[C:17]([NH2:20])[C:18]=2[N:19]=1)[C@@H:4]1[O:12][C@H:9]([CH2:10][OH:11])[C@@H:7]([OH:8])[C@H:5]1[OH:6].[CH3:21][NH:22][NH2:23], predict the reaction product. The product is: [NH2:20][C:17]1[N:16]=[CH:15][N:14]=[C:13]2[C:18]=1[N:19]=[C:2]([NH:23][NH:22][CH3:21])[N:3]2[CH:4]1[CH:5]([OH:6])[CH:7]([OH:8])[CH:9]([CH2:10][OH:11])[O:12]1. (2) The product is: [NH2:1][C:2]1[N:7]=[CH:6][C:5]([CH2:8][N:16]2[CH2:15][CH2:14][N:13]([C:18]([O:20][C:21]([CH3:24])([CH3:23])[CH3:22])=[O:19])[C@@H:12]([CH3:11])[CH2:17]2)=[C:4]([CH3:10])[CH:3]=1. Given the reactants [NH2:1][C:2]1[N:7]=[CH:6][C:5]([CH:8]=O)=[C:4]([CH3:10])[CH:3]=1.[CH3:11][C@H:12]1[CH2:17][NH:16][CH2:15][CH2:14][N:13]1[C:18]([O:20][C:21]([CH3:24])([CH3:23])[CH3:22])=[O:19].C(O[BH-](OC(=O)C)OC(=O)C)(=O)C.[Na+].C([O-])(O)=O.[Na+], predict the reaction product. (3) Given the reactants C(O[C:4]([C:6]1[C:10]([CH3:11])=[C:9]([C:12]2[CH:17]=[CH:16][CH:15]=[CH:14][CH:13]=2)[S:8][C:7]=1[NH:18][CH:19]=[CH:20][C:21](=[O:25])[CH:22]([CH3:24])[CH3:23])=[O:5])C.C1(OC2C=CC=CC=2)C=CC=CC=1, predict the reaction product. The product is: [OH:5][C:4]1[C:20]([C:21](=[O:25])[CH:22]([CH3:23])[CH3:24])=[CH:19][N:18]=[C:7]2[S:8][C:9]([C:12]3[CH:13]=[CH:14][CH:15]=[CH:16][CH:17]=3)=[C:10]([CH3:11])[C:6]=12.